From a dataset of Reaction yield outcomes from USPTO patents with 853,638 reactions. Predict the reaction yield, written as a fraction of the theoretical maximum amount of product (1.0 means a 100% yield; for example, 0.34 means a 34% yield). (1) The reactants are [F:1][C:2]1[CH:9]=[C:8]([F:10])[CH:7]=[CH:6][C:3]=1[CH2:4][NH2:5].[CH:11]1([CH:17]=O)[CH2:16][CH2:15][CH2:14][CH2:13][CH2:12]1.C(O)(=O)C.C([BH3-])#N.[Na+]. The catalyst is CO.O. The product is [CH:11]1([CH2:17][NH:5][CH2:4][C:3]2[CH:6]=[CH:7][C:8]([F:10])=[CH:9][C:2]=2[F:1])[CH2:16][CH2:15][CH2:14][CH2:13][CH2:12]1. The yield is 0.500. (2) The reactants are [Cl:1][C:2]1[C:6]([N:7]([CH2:20][C:21]#[CH:22])[C:8](=[O:19])[CH2:9][N:10](C)[C:11](=O)OC(C)(C)C)=[CH:5][N:4]([C:23]2[CH:24]=[N:25][CH:26]=[CH:27][CH:28]=2)[N:3]=1.FC(F)(F)C(O)=O.C1(C)C=CC=CC=1. The catalyst is C(Cl)Cl. The product is [Cl:1][C:2]1[C:6]([N:7]([CH2:20][C:21]#[CH:22])[C:8](=[O:19])[CH2:9][NH:10][CH3:11])=[CH:5][N:4]([C:23]2[CH:24]=[N:25][CH:26]=[CH:27][CH:28]=2)[N:3]=1. The yield is 0.730.